From a dataset of Reaction yield outcomes from USPTO patents with 853,638 reactions. Predict the reaction yield, written as a fraction of the theoretical maximum amount of product (1.0 means a 100% yield; for example, 0.34 means a 34% yield). The reactants are [Cl:1][C:2]1[CH:3]=[C:4]([C:8]2[O:9][C:10]3[CH2:15][CH2:14][N:13]([C:16]4[N:23]=[CH:22]C=C[C:17]=4C#N)[CH2:12][C:11]=3[N:24]=2)[CH:5]=[CH:6][CH:7]=1.Cl[C:26]1C=NC=C[N:27]=1. The catalyst is CCOC(C)=O. The product is [Cl:1][C:2]1[CH:3]=[C:4]([C:8]2[O:9][C:10]3[CH2:15][CH2:14][N:13]([C:16]4[CH:17]=[N:27][CH:26]=[CH:22][N:23]=4)[CH2:12][C:11]=3[N:24]=2)[CH:5]=[CH:6][CH:7]=1. The yield is 0.100.